This data is from Reaction yield outcomes from USPTO patents with 853,638 reactions. The task is: Predict the reaction yield, written as a fraction of the theoretical maximum amount of product (1.0 means a 100% yield; for example, 0.34 means a 34% yield). (1) The reactants are [Br:1][C:2]1[CH:3]=[N:4][N:5]([CH3:16])[C:6]=1[C:7]1[CH:8]=[C:9]([C:13]([OH:15])=O)[S:10][C:11]=1[Cl:12].[NH2:17][C@@H:18]([CH2:31][C:32]1[CH:37]=[CH:36][CH:35]=[C:34]([C:38]([F:41])([F:40])[F:39])[CH:33]=1)[CH2:19][N:20]1[C:28](=[O:29])[C:27]2[C:22](=[CH:23][CH:24]=[CH:25][CH:26]=2)[C:21]1=[O:30].CC(OC(N[C@H](C(O)=O)CC1C=CC=CC=1C(F)(F)F)=O)(C)C.C1CN([P+](Br)(N2CCCC2)N2CCCC2)CC1.F[P-](F)(F)(F)(F)F.CCN(C(C)C)C(C)C. The catalyst is C(Cl)(Cl)Cl. The product is [Br:1][C:2]1[CH:3]=[N:4][N:5]([CH3:16])[C:6]=1[C:7]1[CH:8]=[C:9]([C:13]([NH:17][C@@H:18]([CH2:31][C:32]2[CH:37]=[CH:36][CH:35]=[C:34]([C:38]([F:41])([F:39])[F:40])[CH:33]=2)[CH2:19][N:20]2[C:21](=[O:30])[C:22]3[C:27](=[CH:26][CH:25]=[CH:24][CH:23]=3)[C:28]2=[O:29])=[O:15])[S:10][C:11]=1[Cl:12]. The yield is 0.690. (2) The reactants are [CH2:1]1[C:10]2[C:5](=[CH:6][C:7]([O:11][C:12]3[CH:20]=[CH:19][C:15]([C:16]([NH2:18])=[O:17])=[CH:14][N:13]=3)=[CH:8][CH:9]=2)[CH2:4][CH2:3][NH:2]1.CN(C=O)C.CCN(CC)CC.[CH2:33](Br)[CH2:34][C:35]1[CH:40]=[CH:39][CH:38]=[CH:37][CH:36]=1. The catalyst is C(OCC)(=O)C.O. The product is [CH2:33]([N:2]1[CH2:3][CH2:4][C:5]2[C:10](=[CH:9][CH:8]=[C:7]([O:11][C:12]3[CH:20]=[CH:19][C:15]([C:16]([NH2:18])=[O:17])=[CH:14][N:13]=3)[CH:6]=2)[CH2:1]1)[CH2:34][C:35]1[CH:40]=[CH:39][CH:38]=[CH:37][CH:36]=1. The yield is 0.370. (3) The product is [CH3:11][C:8]1[C:9]2[NH:10][C:13](=[O:12])[NH:14][C:3](=[O:4])[C:5]=2[S:6][CH:7]=1. The yield is 0.710. The catalyst is C(O)(=O)C.O. The reactants are CO[C:3]([C:5]1[S:6][CH:7]=[C:8]([CH3:11])[C:9]=1[NH2:10])=[O:4].[O-:12][C:13]#[N:14].[K+]. (4) The reactants are N(OC(C)(C)C)=O.N[C:9]1[CH:10]=[CH:11][C:12]([O:17][C:18]([F:21])([F:20])[F:19])=[C:13]([CH2:15][OH:16])[CH:14]=1.[ClH:22]. The catalyst is C(#N)C.[Cu](Cl)Cl. The product is [Cl:22][C:9]1[CH:10]=[CH:11][C:12]([O:17][C:18]([F:21])([F:20])[F:19])=[C:13]([CH2:15][OH:16])[CH:14]=1. The yield is 0.660. (5) The reactants are [Si:1]([O:8][C@H:9]1[CH2:14][CH2:13][C@H:12]([N:15]2[CH:19]=[C:18]([C:20]3[CH:25]=[N:24][C:23]([N:26]([C:34]([O:36][C:37]([CH3:40])([CH3:39])[CH3:38])=[O:35])[C:27]([O:29][C:30]([CH3:33])([CH3:32])[CH3:31])=[O:28])=[C:22]4[O:41][CH:42]=[CH:43][C:21]=34)[CH:17]=[N:16]2)[CH2:11][CH2:10]1)([C:4]([CH3:7])([CH3:6])[CH3:5])([CH3:3])[CH3:2].C([N-]C(C)C)(C)C.[Li+].Cl[Sn:53]([CH3:56])([CH3:55])[CH3:54]. The catalyst is C1COCC1. The product is [Si:1]([O:8][C@H:9]1[CH2:14][CH2:13][C@H:12]([N:15]2[CH:19]=[C:18]([C:20]3[CH:25]=[N:24][C:23]([N:26]([C:34]([O:36][C:37]([CH3:40])([CH3:39])[CH3:38])=[O:35])[C:27]([O:29][C:30]([CH3:31])([CH3:32])[CH3:33])=[O:28])=[C:22]4[O:41][C:42]([Sn:53]([CH3:56])([CH3:55])[CH3:54])=[CH:43][C:21]=34)[CH:17]=[N:16]2)[CH2:11][CH2:10]1)([C:4]([CH3:5])([CH3:6])[CH3:7])([CH3:3])[CH3:2]. The yield is 0.690. (6) The reactants are [OH:1][C:2]1[C:10]([CH3:11])=[CH:9][C:5]([C:6](O)=O)=[CH:4][C:3]=1[CH3:12].C(Cl)(=O)C(Cl)=O.CN(C=O)C.[NH2:24][C:25]1[CH:33]=[CH:32][C:31]([Br:34])=[CH:30][C:26]=1[C:27]([NH2:29])=[O:28]. The catalyst is C(Cl)Cl.C1COCC1. The product is [Br:34][C:31]1[CH:30]=[C:26]2[C:25](=[CH:33][CH:32]=1)[N:24]=[C:6]([C:5]1[CH:9]=[C:10]([CH3:11])[C:2]([OH:1])=[C:3]([CH3:12])[CH:4]=1)[NH:29][C:27]2=[O:28]. The yield is 0.900. (7) The reactants are [Cl:1][C:2]1[CH:33]=[CH:32][CH:31]=[C:30]([Cl:34])[C:3]=1[C:4]([NH:6][CH:7]([CH2:11][C:12]1[CH:13]=[C:14]2[C:19](=[CH:20][CH:21]=1)[N:18]=[C:17]([C:22]1[C:27]([Cl:28])=[CH:26][CH:25]=[CH:24][C:23]=1[Cl:29])[CH:16]=[CH:15]2)[C:8]([OH:10])=[O:9])=[O:5].C(N(CC)CC)C.[C:42]([O:48][CH2:49]Cl)(=[O:47])[C:43]([CH3:46])([CH3:45])[CH3:44]. The catalyst is CCOC(C)=O. The product is [C:42]([O:48][CH2:49][O:9][C:8](=[O:10])[CH:7]([NH:6][C:4](=[O:5])[C:3]1[C:30]([Cl:34])=[CH:31][CH:32]=[CH:33][C:2]=1[Cl:1])[CH2:11][C:12]1[CH:13]=[C:14]2[C:19](=[CH:20][CH:21]=1)[N:18]=[C:17]([C:22]1[C:27]([Cl:28])=[CH:26][CH:25]=[CH:24][C:23]=1[Cl:29])[CH:16]=[CH:15]2)(=[O:47])[C:43]([CH3:46])([CH3:45])[CH3:44]. The yield is 0.850.